From a dataset of Catalyst prediction with 721,799 reactions and 888 catalyst types from USPTO. Predict which catalyst facilitates the given reaction. (1) Reactant: [CH3:1][O:2][C:3]([C:5]1[CH:10]=[C:9]([C:11]2[C:15]3[CH:16]=[CH:17][CH:18]=[CH:19][C:14]=3[O:13][N:12]=2)[C:8]([O:20]C)=[CH:7][C:6]=1[O:22]C)=[O:4].B(Br)(Br)Br. Product: [CH3:1][O:2][C:3]([C:5]1[CH:10]=[C:9]([C:11]2[C:15]3[CH:16]=[CH:17][CH:18]=[CH:19][C:14]=3[O:13][N:12]=2)[C:8]([OH:20])=[CH:7][C:6]=1[OH:22])=[O:4]. The catalyst class is: 4. (2) Reactant: [NH2:1][CH2:2][C:3]1[CH:4]=[N:5][CH:6]=[CH:7][C:8]=1[C:9]1[N:18]=[CH:17][C:16]2[N:15]([CH3:19])[C:14](=[O:20])[C@@H:13]([CH2:21][CH3:22])[N:12]([CH:23]3[CH2:27][CH2:26][CH2:25][CH2:24]3)[C:11]=2[N:10]=1.[C:28](O)([C:30](F)(F)F)=[O:29]. Product: [CH:23]1([N:12]2[C:11]3[N:10]=[C:9]([C:8]4[CH:7]=[CH:6][N:5]=[CH:4][C:3]=4[CH2:2][NH:1][C:28](=[O:29])[CH3:30])[N:18]=[CH:17][C:16]=3[N:15]([CH3:19])[C:14](=[O:20])[C@H:13]2[CH2:21][CH3:22])[CH2:27][CH2:26][CH2:25][CH2:24]1. The catalyst class is: 15. (3) Reactant: [CH3:1][C:2]1[C:3]([C:11]2[CH:16]=[CH:15][C:14]([C:17]([F:20])([F:19])[F:18])=[CH:13][CH:12]=2)=[N:4][CH:5]=[C:6]([N+:8]([O-])=O)[CH:7]=1.O. Product: [CH3:1][C:2]1[CH:7]=[C:6]([NH2:8])[CH:5]=[N:4][C:3]=1[C:11]1[CH:12]=[CH:13][C:14]([C:17]([F:20])([F:18])[F:19])=[CH:15][CH:16]=1. The catalyst class is: 696. (4) Reactant: [Br:1][C:2]1[CH:3]=[C:4]2[C:8](=[CH:9][CH:10]=1)[NH:7][CH:6]=[C:5]2[CH:11]=O.P([O-])([O-])(O)=O.[NH4+].[NH4+].[N+:20](CCC)([O-])=O. Product: [Br:1][C:2]1[CH:3]=[C:4]2[C:8](=[CH:9][CH:10]=1)[NH:7][CH:6]=[C:5]2[C:11]#[N:20]. The catalyst class is: 15. (5) Product: [C:12]([CH:16]1[CH2:21][C:7]2[O:6][C:4](=[O:5])[CH:3]3[CH:2]([CH:11]=[N:10][CH:9]=[CH:8]3)[C:19]=2[CH2:18][O:17]1)([CH3:15])([CH3:14])[CH3:13]. Reactant: Br[C:2]1[CH:11]=[N:10][CH:9]=[CH:8][C:3]=1[C:4]([O:6][CH3:7])=[O:5].[C:12]([CH:16]1[CH2:21]C(=O)[CH2:19][CH2:18][O:17]1)([CH3:15])([CH3:14])[CH3:13].CC1(C)C2C(=C(P(C3C=CC=CC=3)C3C=CC=CC=3)C=CC=2)OC2C(P(C3C=CC=CC=3)C3C=CC=CC=3)=CC=CC1=2.C([O-])([O-])=O.[Cs+].[Cs+]. The catalyst class is: 187.